The task is: Predict which catalyst facilitates the given reaction.. This data is from Catalyst prediction with 721,799 reactions and 888 catalyst types from USPTO. Reactant: [NH3:1].Br[CH2:3][C:4]1[C:9]([CH3:10])=[C:8]([O:11][CH3:12])[CH:7]=[CH:6][C:5]=1[O:13][CH3:14]. Product: [CH3:12][O:11][C:8]1[C:9]([CH3:10])=[C:4]([CH2:3][NH2:1])[C:5]([O:13][CH3:14])=[CH:6][CH:7]=1. The catalyst class is: 12.